This data is from Forward reaction prediction with 1.9M reactions from USPTO patents (1976-2016). The task is: Predict the product of the given reaction. (1) The product is: [N:1]([C:6]([C:8]1[C:17]2[C:12](=[C:13]([CH3:18])[CH:14]=[CH:15][CH:16]=2)[N:11]=[CH:10][N:9]=1)([CH3:7])[CH3:5])=[N+:2]=[N-:3]. Given the reactants [N-:1]=[N+:2]=[N-:3].[Na+].[CH3:5][C:6](OS(C)(=O)=O)([C:8]1[C:17]2[C:12](=[C:13]([CH3:18])[CH:14]=[CH:15][CH:16]=2)[N:11]=[CH:10][N:9]=1)[CH3:7].CN(C=O)C, predict the reaction product. (2) Given the reactants [CH2:1]([O:8][C:9]1[CH:15]=[CH:14][C:12]([NH2:13])=[C:11]([N+:16]([O-])=O)[CH:10]=1)[C:2]1[CH:7]=[CH:6][CH:5]=[CH:4][CH:3]=1.Cl, predict the reaction product. The product is: [CH2:1]([O:8][C:9]1[CH:15]=[CH:14][C:12]([NH2:13])=[C:11]([NH2:16])[CH:10]=1)[C:2]1[CH:3]=[CH:4][CH:5]=[CH:6][CH:7]=1. (3) Given the reactants [CH3:1][C:2]1([CH3:15])[NH:7][CH2:6][CH2:5][N:4]([C:8]2[CH:13]=[CH:12][N:11]=[CH:10][C:9]=2[NH2:14])[CH2:3]1.[H-].[Na+].[CH3:18]I.CO, predict the reaction product. The product is: [CH3:1][C:2]1([CH3:15])[N:7]([CH3:18])[CH2:6][CH2:5][N:4]([C:8]2[CH:13]=[CH:12][N:11]=[CH:10][C:9]=2[NH2:14])[CH2:3]1. (4) Given the reactants [CH3:1][S:2](Cl)(=[O:4])=[O:3].[O:6]1[CH2:11][CH2:10][N:9]([C:12]2[CH:17]=[CH:16][C:15]([C:18]3[NH:19][C:20]4[C:25]([N:26]=3)=[C:24]([C:27]3[CH:28]=[CH:29][C:30]([O:35][CH:36]5[CH2:41][CH2:40][NH:39][CH2:38][CH2:37]5)=[C:31]([CH:34]=3)[C:32]#[N:33])[N:23]=[CH:22][N:21]=4)=[CH:14][CH:13]=2)[CH2:8][CH2:7]1.C(N(CC)C(C)C)(C)C, predict the reaction product. The product is: [CH3:1][S:2]([N:39]1[CH2:38][CH2:37][CH:36]([O:35][C:30]2[CH:29]=[CH:28][C:27]([C:24]3[N:23]=[CH:22][N:21]=[C:20]4[C:25]=3[N:26]=[C:18]([C:15]3[CH:14]=[CH:13][C:12]([N:9]5[CH2:10][CH2:11][O:6][CH2:7][CH2:8]5)=[CH:17][CH:16]=3)[NH:19]4)=[CH:34][C:31]=2[C:32]#[N:33])[CH2:41][CH2:40]1)(=[O:4])=[O:3].